Predict the reaction yield, written as a fraction of the theoretical maximum amount of product (1.0 means a 100% yield; for example, 0.34 means a 34% yield). From a dataset of Reaction yield outcomes from USPTO patents with 853,638 reactions. (1) The yield is 0.320. The product is [CH2:49]([N:51]([CH2:52][CH3:53])[C:37]([NH:33][C:32]1[CH:31]=[CH:30][C:29]([C:5]2[C:6]([C:8]3[CH:13]=[CH:12][N:11]=[C:10]4[NH:14][C:15]([C:17]5[CH:18]=[CH:19][C:20]([CH2:23][N:24]6[CH2:28][CH2:27][CH2:26][CH2:25]6)=[CH:21][CH:22]=5)=[CH:16][C:9]=34)=[CH:7][N:3]([CH2:1][CH3:2])[N:4]=2)=[CH:35][CH:34]=1)=[O:38])[CH3:50]. The reactants are [CH2:1]([N:3]1[CH:7]=[C:6]([C:8]2[CH:13]=[CH:12][N:11]=[C:10]3[NH:14][C:15]([C:17]4[CH:22]=[CH:21][C:20]([CH2:23][N:24]5[CH2:28][CH2:27][CH2:26][CH2:25]5)=[CH:19][CH:18]=4)=[CH:16][C:9]=23)[C:5]([C:29]2[CH:35]=[CH:34][C:32]([NH2:33])=[CH:31][CH:30]=2)=[N:4]1)[CH3:2].Cl[C:37](OC1C=CC([N+]([O-])=O)=CC=1)=[O:38].[CH2:49]([NH:51][CH2:52][CH3:53])[CH3:50]. The catalyst is C1COCC1. (2) The reactants are [F:1][C:2]1[CH:7]=[CH:6][C:5]([C:8]2[CH:12]=[CH:11][NH:10][N:9]=2)=[CH:4][CH:3]=1.[CH:13]1(B(O)O)[CH2:15][CH2:14]1.N1C=CC=CC=1. The catalyst is O1CCOCC1.CN(C1C=CN=CC=1)C.C(O[Cu]OC(=O)C)(=O)C. The product is [CH:13]1([N:10]2[CH:11]=[CH:12][C:8]([C:5]3[CH:4]=[CH:3][C:2]([F:1])=[CH:7][CH:6]=3)=[N:9]2)[CH2:15][CH2:14]1. The yield is 0.395.